From a dataset of Reaction yield outcomes from USPTO patents with 853,638 reactions. Predict the reaction yield, written as a fraction of the theoretical maximum amount of product (1.0 means a 100% yield; for example, 0.34 means a 34% yield). (1) The reactants are C[Al](C)C.[F:5][C:6]([F:17])([F:16])[O:7][C:8]1[CH:9]=[C:10]([CH:13]=[CH:14][CH:15]=1)[CH2:11][NH2:12].[Br:18][C:19]1[CH:20]=[C:21]([C:27]2[O:31][N:30]=[C:29]([C:32](OCC)=[O:33])[N:28]=2)[CH:22]=[C:23]([Br:26])[C:24]=1[OH:25].O. The catalyst is CCCCCC.C(Cl)(Cl)Cl. The product is [Br:26][C:23]1[CH:22]=[C:21]([C:27]2[O:31][N:30]=[C:29]([C:32]([NH:12][CH2:11][C:10]3[CH:13]=[CH:14][CH:15]=[C:8]([O:7][C:6]([F:16])([F:17])[F:5])[CH:9]=3)=[O:33])[N:28]=2)[CH:20]=[C:19]([Br:18])[C:24]=1[OH:25]. The yield is 0.620. (2) The reactants are [Cl:1][CH2:2][CH2:3][CH2:4][O:5][C:6]1[C:7]([O:19][CH3:20])=[CH:8][C:9]([N+:16]([O-])=O)=[C:10]([CH:15]=1)[C:11]([O:13][CH3:14])=[O:12]. The catalyst is CCOC(C)=O.[Pd]. The product is [NH2:16][C:9]1[CH:8]=[C:7]([O:19][CH3:20])[C:6]([O:5][CH2:4][CH2:3][CH2:2][Cl:1])=[CH:15][C:10]=1[C:11]([O:13][CH3:14])=[O:12]. The yield is 0.990.